This data is from Forward reaction prediction with 1.9M reactions from USPTO patents (1976-2016). The task is: Predict the product of the given reaction. (1) Given the reactants Br[C:2]1[CH:7]=[CH:6][CH:5]=[CH:4][N:3]=1.[NH2:8][C:9]1[CH:14]=[C:13]([OH:15])[C:12]([CH3:16])=[CH:11][CH:10]=1, predict the reaction product. The product is: [CH3:16][C:12]1[CH:11]=[CH:10][C:9]([NH:8][C:2]2[CH:7]=[CH:6][CH:5]=[CH:4][N:3]=2)=[CH:14][C:13]=1[OH:15]. (2) Given the reactants [Br:1][C:2]1[CH:3]=[C:4]([N:8]2[C:13](=O)[CH:12]3[CH:10]([CH2:11]3)[C:9]2=O)[CH:5]=[CH:6][CH:7]=1.CO.O, predict the reaction product. The product is: [Br:1][C:2]1[CH:3]=[C:4]([N:8]2[CH2:9][CH:10]3[CH:12]([CH2:11]3)[CH2:13]2)[CH:5]=[CH:6][CH:7]=1. (3) Given the reactants [Cl:1][C:2]1[CH:7]=[C:6]([S:8][C:9]([F:15])([F:14])[C:10]([F:13])([F:12])[F:11])[CH:5]=[CH:4][C:3]=1[N:16]([CH3:30])[C:17]([NH:19][C:20](=[O:29])[C:21]1[C:26]([F:27])=[CH:25][CH:24]=[CH:23][C:22]=1[F:28])=[O:18].[H-].[Na+].[CH3:33]I.[Cl-].[NH4+], predict the reaction product. The product is: [Cl:1][C:2]1[CH:7]=[C:6]([S:8][C:9]([F:15])([F:14])[C:10]([F:12])([F:11])[F:13])[CH:5]=[CH:4][C:3]=1[N:16]([CH3:30])[C:17]([N:19]([C:20](=[O:29])[C:21]1[C:22]([F:28])=[CH:23][CH:24]=[CH:25][C:26]=1[F:27])[CH3:33])=[O:18].